Task: Predict the product of the given reaction.. Dataset: Forward reaction prediction with 1.9M reactions from USPTO patents (1976-2016) (1) Given the reactants C(Cl)(=O)C(Cl)=O.[Cl:7][C:8]1[C:13]([C:14](O)=[O:15])=[CH:12][N:11]=[C:10]([Cl:17])[CH:9]=1.[NH4+:18].[OH-], predict the reaction product. The product is: [Cl:7][C:8]1[C:13]([C:14]([NH2:18])=[O:15])=[CH:12][N:11]=[C:10]([Cl:17])[CH:9]=1. (2) Given the reactants [C:1]([C:4]1[CH:9]=[N:8][N:7]([C:10]([CH3:13])([CH3:12])[CH3:11])[C:6](=[O:14])[C:5]=1[C:15]1[CH:20]=[CH:19][CH:18]=[CH:17][CH:16]=1)(=[O:3])[CH3:2].CO.[BH4-].[Na+], predict the reaction product. The product is: [C:10]([N:7]1[C:6](=[O:14])[C:5]([C:15]2[CH:16]=[CH:17][CH:18]=[CH:19][CH:20]=2)=[C:4]([CH:1]([OH:3])[CH3:2])[CH:9]=[N:8]1)([CH3:13])([CH3:12])[CH3:11].